From a dataset of Forward reaction prediction with 1.9M reactions from USPTO patents (1976-2016). Predict the product of the given reaction. The product is: [CH:28]([C:31]1[CH:36]=[CH:35][C:34]([CH3:37])=[CH:33][C:32]=1[NH:38][C:39]([NH:41][C:2]([NH:1][CH2:4][CH2:5][C:6]1[CH:11]=[CH:10][CH:9]=[C:8]([C:12]2[N:16]=[CH:15][N:14]([C:17]3[CH:22]=[CH:21][C:20]([O:23][C:24]([F:26])([F:25])[F:27])=[CH:19][CH:18]=3)[N:13]=2)[CH:7]=1)=[O:3])=[S:40])([CH3:30])[CH3:29]. Given the reactants [N:1]([CH2:4][CH2:5][C:6]1[CH:7]=[C:8]([C:12]2[N:16]=[CH:15][N:14]([C:17]3[CH:22]=[CH:21][C:20]([O:23][C:24]([F:27])([F:26])[F:25])=[CH:19][CH:18]=3)[N:13]=2)[CH:9]=[CH:10][CH:11]=1)=[C:2]=[O:3].[CH:28]([C:31]1[CH:36]=[CH:35][C:34]([CH3:37])=[CH:33][C:32]=1[NH:38][C:39]([NH2:41])=[S:40])([CH3:30])[CH3:29], predict the reaction product.